This data is from Full USPTO retrosynthesis dataset with 1.9M reactions from patents (1976-2016). The task is: Predict the reactants needed to synthesize the given product. The reactants are: [CH3:1][C:2]1([CH3:18])[O:6][CH:5]([CH2:7][C:8]2[C:13]([O:14][CH3:15])=[CH:12][CH:11]=[CH:10][C:9]=2[CH2:16][OH:17])[CH2:4][O:3]1. Given the product [CH3:1][C:2]1([CH3:18])[O:6][CH:5]([CH2:7][C:8]2[C:13]([O:14][CH3:15])=[CH:12][CH:11]=[CH:10][C:9]=2[CH:16]=[O:17])[CH2:4][O:3]1, predict the reactants needed to synthesize it.